This data is from Reaction yield outcomes from USPTO patents with 853,638 reactions. The task is: Predict the reaction yield, written as a fraction of the theoretical maximum amount of product (1.0 means a 100% yield; for example, 0.34 means a 34% yield). (1) The yield is 0.520. The product is [CH2:1]([N:8]([CH2:10][C:11]1[C:12]2[C:43](=[O:44])[N:46]([CH:47]3[CH2:52][CH2:51][CH:50]([OH:53])[CH2:49][CH2:48]3)[C:29](=[O:30])[N:28]([CH2:34][C:35]3[C:40]([F:41])=[CH:39][CH:38]=[CH:37][C:36]=3[F:42])[C:13]=2[S:14][C:15]=1[C:16]1[CH:17]=[CH:18][C:19]([NH:22][C:23]([NH:25][O:26][CH3:27])=[O:24])=[CH:20][CH:21]=1)[CH3:9])[C:2]1[CH:3]=[CH:4][CH:5]=[CH:6][CH:7]=1. No catalyst specified. The reactants are [CH2:1]([N:8]([CH2:10][C:11]1[C:12]([C:43](O)=[O:44])=[C:13]([N:28]([CH2:34][C:35]2[C:40]([F:41])=[CH:39][CH:38]=[CH:37][C:36]=2[F:42])[C:29](OCC)=[O:30])[S:14][C:15]=1[C:16]1[CH:21]=[CH:20][C:19]([NH:22][C:23]([NH:25][O:26][CH3:27])=[O:24])=[CH:18][CH:17]=1)[CH3:9])[C:2]1[CH:7]=[CH:6][CH:5]=[CH:4][CH:3]=1.[NH2:46][C@H:47]1[CH2:52][CH2:51][C@H:50]([OH:53])[CH2:49][CH2:48]1. (2) The reactants are [ClH:1].[NH2:2][C:3]1[N:8]=[CH:7][C:6](/[CH:9]=[CH:10]/[C:11]([OH:13])=O)=[CH:5][C:4]=1[CH2:14][N:15]1[CH2:20][CH2:19][N:18]([CH3:21])[CH2:17][CH2:16]1.Cl.[CH3:23][N:24]1CC2C=C(/C=C/C(O)=O)C=NC=2NC(=O)C1.[CH2:41]([O:43][C:44]1[C:52]([O:53][CH3:54])=[CH:51][CH:50]=[CH:49][C:45]=1[CH2:46]CN)[CH3:42].CNCC1C=CC2C(=CC=CC=2)C=1CCC. No catalyst specified. The product is [ClH:1].[NH2:2][C:3]1[N:8]=[CH:7][C:6](/[CH:9]=[CH:10]/[C:11]([N:24]([CH2:46][C:45]2[CH:49]=[CH:50][CH:51]=[C:52]([O:53][CH3:54])[C:44]=2[O:43][CH2:41][CH3:42])[CH3:23])=[O:13])=[CH:5][C:4]=1[CH2:14][N:15]1[CH2:20][CH2:19][N:18]([CH3:21])[CH2:17][CH2:16]1. The yield is 0.250. (3) The reactants are CO[C:3]1C=[CH:7][C:6]([NH:9][C:10]([NH2:12])=[S:11])=[CH:5][CH:4]=1.BrCC([C:17]1[CH:22]=[C:21]([O:23][CH3:24])[CH:20]=[CH:19][C:18]=1[O:25][CH3:26])=O.[CH2:27]1[CH2:31][O:30][CH2:29][CH2:28]1. No catalyst specified. The product is [CH3:26][O:25][C:18]1[CH:19]=[CH:20][C:21]([O:23][CH3:24])=[CH:22][C:17]=1[NH:12][C:10]1[S:11][CH:7]=[C:6]([C:5]2[CH:28]=[CH:27][C:31]([O:30][CH3:29])=[CH:3][CH:4]=2)[N:9]=1. The yield is 0.740. (4) The product is [NH2:24][CH2:25][C@@H:26]([C:50]([O:52][CH3:53])=[O:51])[NH:27][C:28](=[O:49])[C:29]1[CH:34]=[CH:33][C:32]([C:35]([NH:37][CH2:38][C:39]2[CH:47]=[CH:46][CH:45]=[C:44]3[C:40]=2[CH:41]=[CH:42][NH:43]3)=[O:36])=[CH:31][C:30]=1[Cl:48]. The catalyst is CN(C)C=O. The yield is 0.810. The reactants are N1CCCCC1.C1C2C(COC([NH:24][CH2:25][C@@H:26]([C:50]([O:52][CH3:53])=[O:51])[NH:27][C:28](=[O:49])[C:29]3[CH:34]=[CH:33][C:32]([C:35]([NH:37][CH2:38][C:39]4[CH:47]=[CH:46][CH:45]=[C:44]5[C:40]=4[CH:41]=[CH:42][NH:43]5)=[O:36])=[CH:31][C:30]=3[Cl:48])=O)C3C(=CC=CC=3)C=2C=CC=1. (5) The reactants are [Br:1][C:2]1[NH:3][C:4]2[C:9]([C:10]=1[CH:11]=[O:12])=[CH:8][C:7]([O:13][CH3:14])=[CH:6][CH:5]=2.[H-].[Na+].Br[CH2:18][CH2:19][Cl:20].[Na+].[Cl-]. The catalyst is CN1C(=O)CCC1. The product is [Br:1][C:2]1[N:3]([CH2:18][CH2:19][Cl:20])[C:4]2[C:9]([C:10]=1[CH:11]=[O:12])=[CH:8][C:7]([O:13][CH3:14])=[CH:6][CH:5]=2. The yield is 1.00. (6) The catalyst is CO. The product is [Cl:31][C:29]1[CH:28]=[CH:27][C:25]2[N:26]=[C:22]([N:19]3[CH2:20][CH2:21][CH:16]([N:12]([CH2:11][C:7]4[CH:6]=[C:5]([CH2:4][C:3]([OH:32])=[O:2])[CH:10]=[CH:9][CH:8]=4)[CH:13]([CH3:14])[CH3:15])[CH2:17][CH2:18]3)[S:23][C:24]=2[CH:30]=1. The yield is 0.320. The reactants are C[O:2][C:3](=[O:32])[CH2:4][C:5]1[CH:10]=[CH:9][CH:8]=[C:7]([CH2:11][N:12]([CH:16]2[CH2:21][CH2:20][N:19]([C:22]3[S:23][C:24]4[CH:30]=[C:29]([Cl:31])[CH:28]=[CH:27][C:25]=4[N:26]=3)[CH2:18][CH2:17]2)[CH:13]([CH3:15])[CH3:14])[CH:6]=1.[OH-].[Na+].O1CCCC1.Cl. (7) The reactants are C([Mg]Br)C.[Cl-].[CH:6]([C:9]1[CH:14]=[CH:13][CH:12]=[C:11](C(C)C)[C:10]=1[NH+]1CCN(C2C(C(C)C)=CC=CC=2C(C)C)C1)(C)C.C1(P(C2C=CC=CC=2)C2C=CC=CC=2)C=CC=CC=1.Cl[C:55]1[CH:60]=[CH:59][CH:58]=[CH:57][C:56]=1[O:61][CH3:62].C1(C)C=CC=CC=1[Mg]Br.C(C(C(C([O-])=O)O)O)([O-])=O.[K+].[Na+].ClC1C=CC=C(C(OO)=O)C=1. The catalyst is C1COCC1. The product is [CH3:62][O:61][C:56]1[CH:57]=[CH:58][CH:59]=[CH:60][C:55]=1[C:10]1[CH:11]=[CH:12][CH:13]=[CH:14][C:9]=1[CH3:6]. The yield is 0.950.